This data is from Catalyst prediction with 721,799 reactions and 888 catalyst types from USPTO. The task is: Predict which catalyst facilitates the given reaction. (1) Reactant: [NH2:1][C:2]1[N:7]([C:8]2[CH:13]=[CH:12][CH:11]=[CH:10][C:9]=2[O:14][CH3:15])[C:6](=[S:16])[NH:5][C:4](=[O:17])[C:3]=1[N:18]=O.N.S(S([O-])=O)([O-])=O.[Na+].[Na+].S(=O)(=O)(O)O. Product: [NH2:18][C:3]1[C:4](=[O:17])[NH:5][C:6](=[S:16])[N:7]([C:8]2[CH:13]=[CH:12][CH:11]=[CH:10][C:9]=2[O:14][CH3:15])[C:2]=1[NH2:1]. The catalyst class is: 6. (2) Reactant: [C:1]([O:5][C:6](=[O:34])[NH:7][C:8]([C:10]1[S:11][C:12]([S:32][CH3:33])=[C:13]([S:15]([C:18]2[CH:19]=[C:20]([C:24]3[C:29]([CH3:30])=[CH:28][CH:27]=[CH:26][C:25]=3[NH2:31])[CH:21]=[CH:22][CH:23]=2)(=[O:17])=[O:16])[CH:14]=1)=[NH:9])([CH3:4])([CH3:3])[CH3:2].C(N(CC)CC)C.[CH3:42][S:43]([CH2:46][CH2:47][CH2:48][C:49](Cl)=[O:50])(=[O:45])=[O:44]. Product: [C:1]([O:5][C:6](=[O:34])[NH:7][C:8](=[NH:9])[C:10]1[S:11][C:12]([S:32][CH3:33])=[C:13]([S:15]([C:18]2[CH:19]=[C:20]([C:24]3[C:25]([NH:31][C:49](=[O:50])[CH2:48][CH2:47][CH2:46][S:43]([CH3:42])(=[O:45])=[O:44])=[CH:26][CH:27]=[CH:28][C:29]=3[CH3:30])[CH:21]=[CH:22][CH:23]=2)(=[O:17])=[O:16])[CH:14]=1)([CH3:4])([CH3:3])[CH3:2]. The catalyst class is: 2.